This data is from hERG potassium channel inhibition data for cardiac toxicity prediction from Karim et al.. The task is: Regression/Classification. Given a drug SMILES string, predict its toxicity properties. Task type varies by dataset: regression for continuous values (e.g., LD50, hERG inhibition percentage) or binary classification for toxic/non-toxic outcomes (e.g., AMES mutagenicity, cardiotoxicity, hepatotoxicity). Dataset: herg_karim. (1) The molecule is CO[C@@H]1COCC[C@@H]1N[C@@H]1CC[C@@](C(=O)N2CCN(c3cc(C(F)(F)F)cnn3)CC2)(C(C)C)C1. The result is 0 (non-blocker). (2) The compound is O=C(Nc1ccc(O)cc1OC[C@@H](O)CN1CCC2(CC1)Cc1cc(Cl)ccc1O2)NC1CC1. The result is 1 (blocker). (3) The drug is Cc1ncc(-c2ccnc(Nc3ccc(S(C)(=O)=O)cc3)n2)n1C(C)C. The result is 1 (blocker). (4) The result is 1 (blocker). The molecule is COc1cc(N2C(=O)N(c3ccc(-c4ccc(-c5cc[nH]n5)cc4)cc3)C(=O)C23CCN(Cc2ncccc2C)CC3)ncn1.